Dataset: Catalyst prediction with 721,799 reactions and 888 catalyst types from USPTO. Task: Predict which catalyst facilitates the given reaction. (1) Reactant: Cl[C:2]1[C:7]([N+:8]([O-:10])=[O:9])=[CH:6][CH:5]=[C:4]([Cl:11])[N:3]=1.C(=O)([O-])[O-].[K+].[K+].[CH3:18][O:19][C:20]1[CH:21]=[C:22]([CH2:28][CH2:29][NH2:30])[CH:23]=[CH:24][C:25]=1[O:26][CH3:27]. Product: [Cl:11][C:4]1[N:3]=[C:2]([NH:30][CH2:29][CH2:28][C:22]2[CH:23]=[CH:24][C:25]([O:26][CH3:27])=[C:20]([O:19][CH3:18])[CH:21]=2)[C:7]([N+:8]([O-:10])=[O:9])=[CH:6][CH:5]=1. The catalyst class is: 8. (2) Reactant: [CH2:1]([NH:8][CH:9]1[CH2:14][CH:13]([CH:15]([CH3:17])[CH3:16])[CH2:12][C:11]([C:18]2[CH:23]=[CH:22][N:21]=[CH:20][C:19]=2[N+:24]([O-:26])=[O:25])=[CH:10]1)[C:2]1[CH:7]=[CH:6][CH:5]=[CH:4][CH:3]=1.C(N(CC)CC)C.[CH3:34][C:35]([O:38][C:39](O[C:39]([O:38][C:35]([CH3:37])([CH3:36])[CH3:34])=[O:40])=[O:40])([CH3:37])[CH3:36]. Product: [CH2:1]([N:8]([CH:9]1[CH2:14][CH:13]([CH:15]([CH3:17])[CH3:16])[CH2:12][C:11]([C:18]2[CH:23]=[CH:22][N:21]=[CH:20][C:19]=2[N+:24]([O-:26])=[O:25])=[CH:10]1)[C:39](=[O:40])[O:38][C:35]([CH3:37])([CH3:36])[CH3:34])[C:2]1[CH:3]=[CH:4][CH:5]=[CH:6][CH:7]=1. The catalyst class is: 2. (3) Reactant: [Br:1][CH2:2][C:3]([C:5]1[S:9][C:8]2[CH:10]=[CH:11][CH:12]=[CH:13][C:7]=2[C:6]=1[CH3:14])=O.[CH:15]([O:18][C:19]1[CH:27]=[CH:26][C:22]([C:23]([NH2:25])=[O:24])=[CH:21][C:20]=1[NH:28][C:29]([NH2:31])=[S:30])([CH3:17])[CH3:16]. Product: [CH:15]([O:18][C:19]1[CH:27]=[CH:26][C:22]([C:23]([NH2:25])=[O:24])=[CH:21][C:20]=1[NH:28][C:29]1[S:30][CH:2]=[C:3]([C:5]2[S:9][C:8]3[CH:10]=[CH:11][CH:12]=[CH:13][C:7]=3[C:6]=2[CH3:14])[N:31]=1)([CH3:17])[CH3:16].[BrH:1]. The catalyst class is: 8. (4) Reactant: [F-].[CH2:2]([N+](CCCC)(CCCC)CCCC)CCC.[CH3:19][O:20][C:21]1[CH:22]=[CH:23][C:24]2[N:25]([N:31]=[C:32]([C:44]3[CH:49]=[CH:48][CH:47]=[CH:46][CH:45]=3)[C:33]=2[CH2:34][C:35]2[CH:36]=[CH:37][CH:38]=[C:39]([CH:43]=2)[C:40]([O-:42])=[O:41])[C:26]=1[Si](C)(C)C.[C:50](=[O:53])(O)[O-].[Na+]. Product: [OH:53][CH2:50][C:37]1[CH:38]=[C:39]([CH:43]=[C:35]([CH2:34][C:33]2[C:32]([C:44]3[CH:49]=[CH:48][CH:47]=[CH:46][CH:45]=3)=[N:31][N:25]3[CH:26]=[C:21]([O:20][CH3:19])[CH:22]=[CH:23][C:24]=23)[CH:36]=1)[C:40]([O:42][CH3:2])=[O:41]. The catalyst class is: 7.